This data is from Full USPTO retrosynthesis dataset with 1.9M reactions from patents (1976-2016). The task is: Predict the reactants needed to synthesize the given product. (1) Given the product [C:1]([C:5]1[CH:6]=[C:7]([C:19]2[S:23][C:22]([C:24]([O-:26])=[O:25])=[N:21][C:20]=2[CH:29]([CH:32]2[CH2:33][CH2:34][CH2:35][CH2:36][CH2:37]2)[O:30][CH3:31])[CH:8]=[CH:9][C:10]=1[S:11](=[O:18])(=[O:17])[NH:12][C:13]([CH3:16])([CH3:14])[CH3:15])([CH3:2])([CH3:3])[CH3:4].[K+:39], predict the reactants needed to synthesize it. The reactants are: [C:1]([C:5]1[CH:6]=[C:7]([C:19]2[S:23][C:22]([C:24]([O:26]CC)=[O:25])=[N:21][C:20]=2[CH:29]([CH:32]2[CH2:37][CH2:36][CH2:35][CH2:34][CH2:33]2)[O:30][CH3:31])[CH:8]=[CH:9][C:10]=1[S:11](=[O:18])(=[O:17])[NH:12][C:13]([CH3:16])([CH3:15])[CH3:14])([CH3:4])([CH3:3])[CH3:2].[OH-].[K+:39]. (2) Given the product [C:1]([O:5][C:6]([N:8]1[CH2:13][CH2:12][O:11][CH2:10][CH:9]1[C:14]([N:50]1[CH2:51][CH2:52][N:47]([C:43]2[CH:44]=[CH:45][CH:46]=[C:41]([C:33]3[N:32]([CH3:31])[C:36]4[CH:37]=[CH:38][CH:39]=[CH:40][C:35]=4[N:34]=3)[CH:42]=2)[CH2:48][CH2:49]1)=[O:16])=[O:7])([CH3:2])([CH3:3])[CH3:4], predict the reactants needed to synthesize it. The reactants are: [C:1]([O:5][C:6]([N:8]1[CH2:13][CH2:12][O:11][CH2:10][CH:9]1[C:14]([OH:16])=O)=[O:7])([CH3:4])([CH3:3])[CH3:2].C1N=CN(C(N2C=NC=C2)=O)C=1.Cl.Cl.[CH3:31][N:32]1[C:36]2[CH:37]=[CH:38][CH:39]=[CH:40][C:35]=2[N:34]=[C:33]1[C:41]1[CH:46]=[CH:45][CH:44]=[C:43]([N:47]2[CH2:52][CH2:51][NH:50][CH2:49][CH2:48]2)[CH:42]=1.CCN(C(C)C)C(C)C. (3) The reactants are: [H-].[Na+].[OH:3][CH2:4][CH2:5][C:6]1[N:7]([CH2:11][CH2:12][CH2:13][CH2:14][C:15]2[CH:20]=[CH:19][C:18]([OH:21])=[CH:17][CH:16]=2)[CH:8]=[CH:9][N:10]=1.Cl[CH2:23][C:24]1[N:25]=[C:26]([CH:29]=[CH:30][C:31]2[CH:36]=[CH:35][C:34]([S:37]([F:42])([F:41])([F:40])([F:39])[F:38])=[CH:33][CH:32]=2)[O:27][CH:28]=1.O. Given the product [F:40][S:37]([F:38])([F:39])([F:41])([F:42])[C:34]1[CH:35]=[CH:36][C:31](/[CH:30]=[CH:29]/[C:26]2[O:27][CH:28]=[C:24]([CH2:23][O:21][C:18]3[CH:17]=[CH:16][C:15]([CH2:14][CH2:13][CH2:12][CH2:11][N:7]4[CH:8]=[CH:9][N:10]=[C:6]4[CH2:5][CH2:4][OH:3])=[CH:20][CH:19]=3)[N:25]=2)=[CH:32][CH:33]=1, predict the reactants needed to synthesize it.